From a dataset of Reaction yield outcomes from USPTO patents with 853,638 reactions. Predict the reaction yield, written as a fraction of the theoretical maximum amount of product (1.0 means a 100% yield; for example, 0.34 means a 34% yield). The reactants are Cl.[CH3:2][CH:3]([O:5][C:6]1[CH:13]=[CH:12][C:11]([CH:14]2[N:18](C3C(C)=C4C(=CC=3)CNCC4)[N:17]=[CH:16][S:15]2)=[CH:10][C:7]=1[C:8]#[N:9])[CH3:4].Br[CH2:31][CH2:32]O.[C:34](=[O:37])([O-])[O-].[K+].[K+].[CH3:40][N:41]([CH:43]=O)[CH3:42]. The catalyst is C(OCC)(=O)C. The product is [OH:37][CH2:34][CH2:40][N:41]1[CH2:43][CH2:11][C:10]2[C:7](=[CH:6][CH:13]=[C:12]([C:16]3[S:15][C:14]([C:11]4[CH:12]=[CH:13][C:6]([O:5][CH:3]([CH3:2])[CH3:4])=[C:7]([CH:10]=4)[C:8]#[N:9])=[N:18][N:17]=3)[C:31]=2[CH3:32])[CH2:42]1. The yield is 0.250.